This data is from Reaction yield outcomes from USPTO patents with 853,638 reactions. The task is: Predict the reaction yield, written as a fraction of the theoretical maximum amount of product (1.0 means a 100% yield; for example, 0.34 means a 34% yield). (1) The reactants are [CH2:1]([O:3][C:4](=[O:31])[C:5]([O:8][C:9]1[CH:14]=[CH:13][C:12]([O:15][CH2:16][CH2:17][C:18]2[N:19]=[C:20]([C:24]3[CH:29]=[CH:28][C:27]([OH:30])=[CH:26][CH:25]=3)[O:21][C:22]=2[CH3:23])=[CH:11][CH:10]=1)([CH3:7])[CH3:6])[CH3:2].[CH:32]1(O)[CH2:37][CH2:36][CH2:35][CH2:34][CH2:33]1.C1(P(C2C=CC=CC=2)C2C=CC=CC=2)C=CC=CC=1.N(C(OC(C)C)=O)=NC(OC(C)C)=O. The catalyst is C1COCC1. The product is [CH2:1]([O:3][C:4](=[O:31])[C:5]([O:8][C:9]1[CH:10]=[CH:11][C:12]([O:15][CH2:16][CH2:17][C:18]2[N:19]=[C:20]([C:24]3[CH:29]=[CH:28][C:27]([O:30][CH:32]4[CH2:37][CH2:36][CH2:35][CH2:34][CH2:33]4)=[CH:26][CH:25]=3)[O:21][C:22]=2[CH3:23])=[CH:13][CH:14]=1)([CH3:7])[CH3:6])[CH3:2]. The yield is 0.470. (2) The reactants are [NH:1]1[C:5]2[CH:6]=[CH:7][C:8]([C:10]([N:12]3[C@@H:21]4[C@@H:16]([C:17]5[C:25]([C:26]([OH:28])=O)=[CH:24][CH:23]=[CH:22][C:18]=5[CH2:19][CH2:20]4)[CH2:15][CH2:14][CH2:13]3)=[O:11])=[CH:9][C:4]=2[N:3]=[CH:2]1.[NH3:29]. The catalyst is C(Cl)Cl.CO. The product is [NH:1]1[C:5]2[CH:4]=[CH:9][C:8]([C:10]([N:12]3[C@@H:21]4[C@@H:16]([C:17]5[C:25]([C:26]([NH2:29])=[O:28])=[CH:24][CH:23]=[CH:22][C:18]=5[CH2:19][CH2:20]4)[CH2:15][CH2:14][CH2:13]3)=[O:11])=[CH:7][C:6]=2[N:3]=[CH:2]1. The yield is 0.580. (3) The reactants are [CH3:1][C:2]([S@:5]([NH:7][C@:8]([C:18]1[CH:23]=[CH:22][CH:21]=[C:20]([CH3:24])[C:19]=1[F:25])([CH2:11][C:12](=[O:17])[C:13]([F:16])([F:15])[F:14])[CH2:9][F:10])=[O:6])([CH3:4])[CH3:3]. The catalyst is CC(O)C. The product is [CH3:4][C:2]([S@:5]([NH:7][C@:8]([C:18]1[CH:23]=[CH:22][CH:21]=[C:20]([CH3:24])[C:19]=1[F:25])([CH2:11][C@H:12]([OH:17])[C:13]([F:15])([F:14])[F:16])[CH2:9][F:10])=[O:6])([CH3:1])[CH3:3]. The yield is 0.524. (4) The catalyst is C(O)C(F)(F)F. The yield is 0.930. The product is [CH3:29][N:30]([CH3:41])[CH2:31][CH2:32][O:33][C:34]1[CH:35]=[C:36]([NH:37][C:2]2[N:7]=[C:6]([C:8]3[N:12]4[CH:13]=[CH:14][CH:15]=[CH:16][C:11]4=[N:10][C:9]=3[C:17]3[CH:18]=[CH:19][C:20]([O:25][CH3:26])=[C:21]([CH:24]=3)[C:22]#[N:23])[CH:5]=[CH:4][N:3]=2)[CH:38]=[CH:39][CH:40]=1. The reactants are Cl[C:2]1[N:7]=[C:6]([C:8]2[N:12]3[CH:13]=[CH:14][CH:15]=[CH:16][C:11]3=[N:10][C:9]=2[C:17]2[CH:18]=[CH:19][C:20]([O:25][CH3:26])=[C:21]([CH:24]=2)[C:22]#[N:23])[CH:5]=[CH:4][N:3]=1.Cl.Cl.[CH3:29][N:30]([CH3:41])[CH2:31][CH2:32][O:33][C:34]1[CH:35]=[C:36]([CH:38]=[CH:39][CH:40]=1)[NH2:37].Cl.C([O-])(O)=O.[Na+]. (5) The reactants are [CH3:1][O:2][C:3]1[CH:4]=[C:5]2[C:10](=[CH:11][C:12]=1[O:13][CH3:14])[N:9]=[CH:8][CH:7]=[C:6]2[O:15][C:16]1[C:22]([CH3:23])=[CH:21][C:19]([NH2:20])=[C:18]([CH3:24])[CH:17]=1.ClC(Cl)(O[C:29](=[O:35])OC(Cl)(Cl)Cl)Cl.[F:37][C:38]1[CH:44]=[CH:43][C:41]([NH2:42])=[C:40]([CH3:45])[CH:39]=1.C(=O)([O-])O.[Na+]. The catalyst is C(Cl)(Cl)Cl.C(N(CC)CC)C.ClCCl. The product is [CH3:1][O:2][C:3]1[CH:4]=[C:5]2[C:10](=[CH:11][C:12]=1[O:13][CH3:14])[N:9]=[CH:8][CH:7]=[C:6]2[O:15][C:16]1[C:22]([CH3:23])=[CH:21][C:19]([NH:20][C:29]([NH:42][C:41]2[CH:43]=[CH:44][C:38]([F:37])=[CH:39][C:40]=2[CH3:45])=[O:35])=[C:18]([CH3:24])[CH:17]=1. The yield is 0.740.